The task is: Binary Classification. Given a T-cell receptor sequence (or CDR3 region) and an epitope sequence, predict whether binding occurs between them.. This data is from TCR-epitope binding with 47,182 pairs between 192 epitopes and 23,139 TCRs. (1) The epitope is KAYNVTQAF. The TCR CDR3 sequence is CASSPLGVYEQYF. Result: 1 (the TCR binds to the epitope). (2) The epitope is PKYVKQNTLKLAT. The TCR CDR3 sequence is CASSQRSRDGGAFF. Result: 0 (the TCR does not bind to the epitope). (3) The epitope is KLMNIQQKL. The TCR CDR3 sequence is CASSQDRAKSSYEQYF. Result: 0 (the TCR does not bind to the epitope).